Dataset: Forward reaction prediction with 1.9M reactions from USPTO patents (1976-2016). Task: Predict the product of the given reaction. (1) Given the reactants [NH:1]1[C:9]2[C:4](=[CH:5][CH:6]=[CH:7][CH:8]=2)[CH:3]=[C:2]1[C:10]([OH:12])=[O:11].Br[C:14]1[CH:19]=[CH:18][C:17]([CH:20]([CH3:22])[CH3:21])=[CH:16][CH:15]=1.C(=O)([O-])[O-].[K+].[K+].O, predict the reaction product. The product is: [CH:20]([C:17]1[CH:18]=[CH:19][C:14]([N:1]2[C:9]3[C:4](=[CH:5][CH:6]=[CH:7][CH:8]=3)[CH:3]=[C:2]2[C:10]([OH:12])=[O:11])=[CH:15][CH:16]=1)([CH3:22])[CH3:21]. (2) The product is: [Br:1][C:2]1[CH:7]=[CH:6][C:5]([C:8](=[N:22][O:23][CH2:24][CH3:25])[CH:9]2[CH2:10][CH2:11][N:12]([C:15]3([CH3:21])[CH2:20][CH2:19][N:18]([C:36]([C:29]4[C:30]5[C:35](=[CH:34][CH:33]=[CH:32][CH:31]=5)[N:26]=[N:27][CH:28]=4)=[O:37])[CH2:17][CH2:16]3)[CH2:13][CH2:14]2)=[CH:4][CH:3]=1. Given the reactants [Br:1][C:2]1[CH:7]=[CH:6][C:5](/[C:8](=[N:22]\[O:23][CH2:24][CH3:25])/[CH:9]2[CH2:14][CH2:13][N:12]([C:15]3([CH3:21])[CH2:20][CH2:19][NH:18][CH2:17][CH2:16]3)[CH2:11][CH2:10]2)=[CH:4][CH:3]=1.[N:26]1[C:35]2[C:30](=[CH:31][CH:32]=[CH:33][CH:34]=2)[C:29]([C:36](O)=[O:37])=[CH:28][N:27]=1.CCN(CC)CC.CN(C(ON1N=NC2C=CC=NC1=2)=[N+](C)C)C.F[P-](F)(F)(F)(F)F, predict the reaction product. (3) Given the reactants [CH3:1][C:2]1[S:6][C:5]([C:7]2[CH:8]=[CH:9][C:10]3[N:11]([C:26]4[CH:31]=[CH:30][C:29]([O:32]C)=[CH:28][CH:27]=4)[C:12]4[C:17]([C:18]=3[CH:19]=2)=[CH:16][C:15]([C:20]2[S:21][C:22]([CH3:25])=[CH:23][CH:24]=2)=[CH:14][CH:13]=4)=[CH:4][CH:3]=1.B(Br)(Br)Br, predict the reaction product. The product is: [CH3:25][C:22]1[S:21][C:20]([C:15]2[CH:14]=[CH:13][C:12]3[N:11]([C:26]4[CH:27]=[CH:28][C:29]([OH:32])=[CH:30][CH:31]=4)[C:10]4[C:18]([C:17]=3[CH:16]=2)=[CH:19][C:7]([C:5]2[S:6][C:2]([CH3:1])=[CH:3][CH:4]=2)=[CH:8][CH:9]=4)=[CH:24][CH:23]=1. (4) Given the reactants [Cl:1][C:2]1[CH:7]=[C:6]([O:8][C:9]2[CH:15]=[CH:14][C:12]([NH2:13])=[CH:11][C:10]=2[F:16])[CH:5]=[CH:4][N:3]=1.[CH3:17][C:18](OC(C)=O)=[O:19], predict the reaction product. The product is: [Cl:1][C:2]1[CH:7]=[C:6]([O:8][C:9]2[CH:15]=[CH:14][C:12]([NH:13][C:18](=[O:19])[CH3:17])=[CH:11][C:10]=2[F:16])[CH:5]=[CH:4][N:3]=1. (5) Given the reactants [Cl:1][C:2]1[CH:7]=[CH:6][C:5](/[CH:8]=[CH:9]/[C:10]([N:12]2[CH2:17][CH2:16][CH:15]([CH2:18][C:19]([OH:21])=O)[CH2:14][CH2:13]2)=[O:11])=[C:4]([CH2:22][N:23]2[N:27]=[N:26][C:25]([CH3:28])=[N:24]2)[CH:3]=1.CN(C(ON1N=NC2C=CC=NC1=2)=[N+](C)C)C.F[P-](F)(F)(F)(F)F.[NH:53]1[CH2:58][CH2:57][O:56][CH2:55][CH2:54]1.CCN(C(C)C)C(C)C, predict the reaction product. The product is: [Cl:1][C:2]1[CH:7]=[CH:6][C:5](/[CH:8]=[CH:9]/[C:10]([N:12]2[CH2:13][CH2:14][CH:15]([CH2:18][C:19]([N:53]3[CH2:58][CH2:57][O:56][CH2:55][CH2:54]3)=[O:21])[CH2:16][CH2:17]2)=[O:11])=[C:4]([CH2:22][N:23]2[N:27]=[N:26][C:25]([CH3:28])=[N:24]2)[CH:3]=1.